Predict the reactants needed to synthesize the given product. From a dataset of Retrosynthesis with 50K atom-mapped reactions and 10 reaction types from USPTO. (1) The reactants are: C[C@@H]([NH3+])C1CCOCC1.Fc1ncccc1I. Given the product C[C@@H](Nc1ncccc1I)C1CCOCC1, predict the reactants needed to synthesize it. (2) Given the product CCC(O)c1ccc(OC)n2nc(C(F)(F)F)cc12, predict the reactants needed to synthesize it. The reactants are: CC[Mg+].COc1ccc(C=O)c2cc(C(F)(F)F)nn12. (3) The reactants are: ClCc1cscn1.c1cc2nonc2cc1Nn1cnnc1. Given the product c1nc(CN(c2ccc3nonc3c2)n2cnnc2)cs1, predict the reactants needed to synthesize it. (4) The reactants are: COc1cc([Mg+])cc(OC)c1.O=C1Nc2cc(Cl)ccc2C1=O. Given the product COc1cc(OC)cc(C2(O)C(=O)Nc3cc(Cl)ccc32)c1, predict the reactants needed to synthesize it. (5) Given the product CC(C)c1nc(COCc2ccccc2)n(CC(C)(C)O)c1Sc1cc(Cl)cc(Cl)c1, predict the reactants needed to synthesize it. The reactants are: CC(=O)Cn1c(COCc2ccccc2)nc(C(C)C)c1Sc1cc(Cl)cc(Cl)c1.C[Mg+]. (6) Given the product CCn1cnc2c(N)nc(SCc3ccccc3)nc21, predict the reactants needed to synthesize it. The reactants are: CCn1cnc2c(N)nc(I)nc21.SCc1ccccc1. (7) Given the product C=C[C@@H]1C[C@]1(NC(=O)[C@@H]1C[C@@H]2CN1C(=O)[C@H](C(C)(C)C)NC(=O)O[C@@H]1CCC[C@H]1CCC=CCc1c(nc3ccccc3c1OCCN1CCCCC1)O2)C(=O)NS(=O)(=O)C1CC1, predict the reactants needed to synthesize it. The reactants are: C=C[C@@H]1C[C@]1(NC(=O)[C@@H]1C[C@@H]2CN1C(=O)[C@H](C(C)(C)C)NC(=O)O[C@@H]1CCC[C@H]1CCC=CCc1c(nc3ccccc3c1O)O2)C(=O)NS(=O)(=O)C1CC1.OCCN1CCCCC1.